This data is from Aqueous solubility values for 9,982 compounds from the AqSolDB database. The task is: Regression/Classification. Given a drug SMILES string, predict its absorption, distribution, metabolism, or excretion properties. Task type varies by dataset: regression for continuous measurements (e.g., permeability, clearance, half-life) or binary classification for categorical outcomes (e.g., BBB penetration, CYP inhibition). For this dataset (solubility_aqsoldb), we predict Y. (1) The compound is CCCCOC(=O)C(C)OC(C)=O. The Y is -0.754 log mol/L. (2) The drug is O=c1cc/c(=N\Nc2ccc(S(=O)(=O)[O-])c3ccccc23)c(=O)/c1=N/Nc1ccc(S(=O)(=O)[O-])c2ccccc12.[Na+].[Na+]. The Y is -2.60 log mol/L. (3) The compound is CCC(NC=O)C(=O)O. The Y is -0.592 log mol/L. (4) The drug is Nc1ccc(S(=O)(=O)Nc2ccc(Cl)cc2)cc1. The Y is -4.13 log mol/L. (5) The molecule is OCC(O)C(O)C(O)C(O)CO. The Y is 1.09 log mol/L. (6) The drug is Cc1nc2c(=O)[nH]cnc2[nH]c1=O. The Y is -2.15 log mol/L. (7) The molecule is CC(=O)CC1CCCCN1. The Y is -0.451 log mol/L. (8) The drug is Nc1cc([N+](=O)[O-])ccc1O. The Y is -2.21 log mol/L. (9) The molecule is O=[As](O)(O)O. The Y is 0.619 log mol/L.